Task: Predict the product of the given reaction.. Dataset: Forward reaction prediction with 1.9M reactions from USPTO patents (1976-2016) (1) Given the reactants [CH3:1][C:2]1[C:6]([CH2:7][O:8][C:9]2[CH:14]=[CH:13][C:12]([CH2:15][C:16]([OH:18])=O)=[CH:11][CH:10]=2)=[C:5]([CH3:19])[O:4][N:3]=1.[Cl:20][C:21]1[CH:26]=[CH:25][C:24]([CH:27]([C:30]2[CH:35]=[CH:34][CH:33]=[CH:32][CH:31]=2)[NH:28][CH3:29])=[CH:23][CH:22]=1, predict the reaction product. The product is: [Cl:20][C:21]1[CH:22]=[CH:23][C:24]([CH:27]([C:30]2[CH:31]=[CH:32][CH:33]=[CH:34][CH:35]=2)[N:28]([CH3:29])[C:16](=[O:18])[CH2:15][C:12]2[CH:11]=[CH:10][C:9]([O:8][CH2:7][C:6]3[C:2]([CH3:1])=[N:3][O:4][C:5]=3[CH3:19])=[CH:14][CH:13]=2)=[CH:25][CH:26]=1. (2) The product is: [O:11]([CH2:10][CH2:9][N:1]1[CH:5]=[CH:4][CH:3]=[C:2]1[CH:6]=[O:7])[C:12]1[CH:17]=[CH:16][CH:15]=[CH:14][CH:13]=1. Given the reactants [NH:1]1[CH:5]=[CH:4][CH:3]=[C:2]1[CH:6]=[O:7].Br[CH2:9][CH2:10][O:11][C:12]1[CH:17]=[CH:16][CH:15]=[CH:14][CH:13]=1.C([O-])([O-])=O.[K+].[K+], predict the reaction product. (3) Given the reactants C([O:3][C:4]([C:6]1[NH:7][C:8]2[C:13]([CH:14]=1)=[CH:12][C:11]([C:15]1[CH:20]=[CH:19][C:18]([C:21]([CH3:24])([CH3:23])[CH3:22])=[CH:17][CH:16]=1)=[CH:10][CH:9]=2)=[O:5])C.[F:25][C:26]([F:38])([F:37])[O:27][C:28]1[CH:33]=[CH:32][C:31](B(O)O)=[CH:30][CH:29]=1, predict the reaction product. The product is: [C:21]([C:18]1[CH:19]=[CH:20][C:15]([C:11]2[CH:12]=[C:13]3[C:8](=[CH:9][CH:10]=2)[N:7]([C:31]2[CH:30]=[CH:29][C:28]([O:27][C:26]([F:25])([F:37])[F:38])=[CH:33][CH:32]=2)[C:6]([C:4]([OH:3])=[O:5])=[CH:14]3)=[CH:16][CH:17]=1)([CH3:23])([CH3:24])[CH3:22]. (4) Given the reactants [I:1][C:2]1[CH:3]=[C:4]([CH2:8][C:9](O)=[O:10])[CH:5]=[CH:6][CH:7]=1, predict the reaction product. The product is: [I:1][C:2]1[CH:3]=[C:4]([CH2:8][CH2:9][OH:10])[CH:5]=[CH:6][CH:7]=1. (5) Given the reactants F[C:2](F)(F)[C:3]([OH:5])=[O:4].[CH2:8]([SiH](CC)CC)[CH3:9].[NH2:15][C:16]1[N:21]=[CH:20]C(C(NC2C=CC=C(C)C=2)=O)=[C:18]([NH:32][C:33]2[CH:38]=[CH:37][CH:36]=[C:35]([CH3:39])[CH:34]=2)[CH:17]=1.C(=O)([O-])[O-].[Na+].[Na+], predict the reaction product. The product is: [NH2:15][C:16]1[CH:17]=[C:18]([NH:32][C:33]2[CH:34]=[C:35]([CH3:39])[CH:36]=[CH:37][CH:38]=2)[C:2]([C:3]([O:5][CH2:8][CH3:9])=[O:4])=[CH:20][N:21]=1. (6) The product is: [Br:24][C:19]1[C:20]2[CH:21]=[C:22]3[C:2]([CH3:23])([CH3:1])[C:3]4[C:8](=[CH:7][CH:6]=[CH:5][CH:4]=4)[C:9]3=[CH:10][C:11]=2[CH:12]=[C:13]2[C:18]=1[CH:17]=[CH:16][CH:15]=[CH:14]2. Given the reactants [CH3:1][C:2]1([CH3:23])[C:22]2[C:9](=[CH:10][C:11]3[CH:12]=[C:13]4[C:18](=[CH:19][C:20]=3[CH:21]=2)[CH:17]=[CH:16][CH:15]=[CH:14]4)[C:8]2[C:3]1=[CH:4][CH:5]=[CH:6][CH:7]=2.[Br:24]N1C(=O)CCC1=O, predict the reaction product. (7) Given the reactants ICC.C([O-])([O-])=O.[K+].[K+].[C:10]([O:13][C:14]1[CH:19]=[C:18]([I:20])[CH:17]=[C:16]([OH:21])[C:15]=1[Cl:22])(=O)[CH3:11], predict the reaction product. The product is: [Cl:22][C:15]1[C:14]([O:13][CH2:10][CH3:11])=[CH:19][C:18]([I:20])=[CH:17][C:16]=1[OH:21]. (8) Given the reactants [OH:1][C:2]1[C:3]([O:20][CH3:21])=[C:4]([C:10]2[CH:11]=[C:12]3[C:16](=[CH:17][CH:18]=2)[C:15](=[O:19])[O:14][CH2:13]3)[CH:5]=[CH:6][C:7]=1[O:8][CH3:9].C(=O)([O-])[O-].[K+].[K+].Br[CH2:29][C:30]1[CH:35]=[CH:34][C:33]([S:36]([CH3:39])(=[O:38])=[O:37])=[CH:32][CH:31]=1, predict the reaction product. The product is: [CH3:21][O:20][C:3]1[C:2]([O:1][CH2:29][C:30]2[CH:31]=[CH:32][C:33]([S:36]([CH3:39])(=[O:38])=[O:37])=[CH:34][CH:35]=2)=[C:7]([O:8][CH3:9])[CH:6]=[CH:5][C:4]=1[C:10]1[CH:11]=[C:12]2[C:16](=[CH:17][CH:18]=1)[C:15](=[O:19])[O:14][CH2:13]2. (9) Given the reactants [Br:1][C:2]1[CH:3]=[C:4]([CH2:10][OH:11])[CH:5]=[C:6]([CH2:8][OH:9])[CH:7]=1.[H-].[Na+].[CH2:14]1COC[CH2:15]1, predict the reaction product. The product is: [Br:1][C:2]1[CH:3]=[C:4]([CH2:10][OH:11])[CH:5]=[C:6]([CH2:8][O:9][CH2:14][CH3:15])[CH:7]=1. (10) Given the reactants [OH:1][N:2]=[CH:3][C:4]1[CH:9]=[CH:8][C:7]([S:10]([N:13]([CH2:45][CH:46]2[CH2:50][CH2:49][CH2:48][N:47]2C(OC(C)(C)C)=O)[CH2:14][C@@H:15]([OH:44])[C@@H:16]([NH:24][C:25](=[O:43])[C@@H:26]([N:30]2[CH2:34][CH2:33][N:32]([CH2:35][C:36]3[N:37]=[C:38]([CH3:41])[S:39][CH:40]=3)[C:31]2=[O:42])[CH:27]([CH3:29])[CH3:28])[CH2:17][C:18]2[CH:23]=[CH:22][CH:21]=[CH:20][CH:19]=2)(=[O:12])=[O:11])=[CH:6][CH:5]=1, predict the reaction product. The product is: [CH2:17]([C@H:16]([NH:24][C:25](=[O:43])[C@@H:26]([N:30]1[CH2:34][CH2:33][N:32]([CH2:35][C:36]2[N:37]=[C:38]([CH3:41])[S:39][CH:40]=2)[C:31]1=[O:42])[CH:27]([CH3:29])[CH3:28])[C@H:15]([OH:44])[CH2:14][N:13]([S:10]([C:7]1[CH:8]=[CH:9][C:4](/[CH:3]=[N:2]/[OH:1])=[CH:5][CH:6]=1)(=[O:11])=[O:12])[CH2:45][CH:46]1[CH2:50][CH2:49][CH2:48][NH:47]1)[C:18]1[CH:19]=[CH:20][CH:21]=[CH:22][CH:23]=1.